Dataset: NCI-60 drug combinations with 297,098 pairs across 59 cell lines. Task: Regression. Given two drug SMILES strings and cell line genomic features, predict the synergy score measuring deviation from expected non-interaction effect. (1) Drug 1: CC(C1=C(C=CC(=C1Cl)F)Cl)OC2=C(N=CC(=C2)C3=CN(N=C3)C4CCNCC4)N. Drug 2: C1CCC(C1)C(CC#N)N2C=C(C=N2)C3=C4C=CNC4=NC=N3. Cell line: HT29. Synergy scores: CSS=5.35, Synergy_ZIP=1.10, Synergy_Bliss=4.98, Synergy_Loewe=-7.31, Synergy_HSA=-0.222. (2) Drug 1: CC1=C(C=C(C=C1)NC2=NC=CC(=N2)N(C)C3=CC4=NN(C(=C4C=C3)C)C)S(=O)(=O)N.Cl. Drug 2: C1C(C(OC1N2C=NC(=NC2=O)N)CO)O. Cell line: SNB-75. Synergy scores: CSS=-0.382, Synergy_ZIP=1.24, Synergy_Bliss=0.682, Synergy_Loewe=-3.90, Synergy_HSA=-3.65. (3) Drug 1: CC1=C(C=C(C=C1)C(=O)NC2=CC(=CC(=C2)C(F)(F)F)N3C=C(N=C3)C)NC4=NC=CC(=N4)C5=CN=CC=C5. Drug 2: C#CCC(CC1=CN=C2C(=N1)C(=NC(=N2)N)N)C3=CC=C(C=C3)C(=O)NC(CCC(=O)O)C(=O)O. Cell line: KM12. Synergy scores: CSS=46.6, Synergy_ZIP=-1.31, Synergy_Bliss=-1.84, Synergy_Loewe=-16.2, Synergy_HSA=2.12. (4) Drug 1: C1=C(C(=O)NC(=O)N1)F. Drug 2: C1CNP(=O)(OC1)N(CCCl)CCCl. Cell line: NCIH23. Synergy scores: CSS=39.5, Synergy_ZIP=-3.32, Synergy_Bliss=-8.90, Synergy_Loewe=-20.4, Synergy_HSA=-10.6. (5) Drug 1: CC1=C(C(=CC=C1)Cl)NC(=O)C2=CN=C(S2)NC3=CC(=NC(=N3)C)N4CCN(CC4)CCO. Drug 2: CC12CCC3C(C1CCC2OP(=O)(O)O)CCC4=C3C=CC(=C4)OC(=O)N(CCCl)CCCl.[Na+]. Cell line: HOP-62. Synergy scores: CSS=9.18, Synergy_ZIP=1.66, Synergy_Bliss=0.913, Synergy_Loewe=4.30, Synergy_HSA=-2.18. (6) Drug 1: CCC(=C(C1=CC=CC=C1)C2=CC=C(C=C2)OCCN(C)C)C3=CC=CC=C3.C(C(=O)O)C(CC(=O)O)(C(=O)O)O. Drug 2: B(C(CC(C)C)NC(=O)C(CC1=CC=CC=C1)NC(=O)C2=NC=CN=C2)(O)O. Cell line: MDA-MB-435. Synergy scores: CSS=79.8, Synergy_ZIP=8.53, Synergy_Bliss=8.11, Synergy_Loewe=7.61, Synergy_HSA=7.77. (7) Drug 2: CC1C(C(CC(O1)OC2CC(CC3=C2C(=C4C(=C3O)C(=O)C5=CC=CC=C5C4=O)O)(C(=O)C)O)N)O. Drug 1: CC1=C(N=C(N=C1N)C(CC(=O)N)NCC(C(=O)N)N)C(=O)NC(C(C2=CN=CN2)OC3C(C(C(C(O3)CO)O)O)OC4C(C(C(C(O4)CO)O)OC(=O)N)O)C(=O)NC(C)C(C(C)C(=O)NC(C(C)O)C(=O)NCCC5=NC(=CS5)C6=NC(=CS6)C(=O)NCCC[S+](C)C)O. Synergy scores: CSS=46.7, Synergy_ZIP=-3.66, Synergy_Bliss=0.506, Synergy_Loewe=1.47, Synergy_HSA=5.45. Cell line: NCI-H226. (8) Drug 1: C1=CN(C=N1)CC(O)(P(=O)(O)O)P(=O)(O)O. Drug 2: N.N.Cl[Pt+2]Cl. Cell line: SK-OV-3. Synergy scores: CSS=8.62, Synergy_ZIP=-4.66, Synergy_Bliss=3.88, Synergy_Loewe=-4.58, Synergy_HSA=-0.603.